From a dataset of Reaction yield outcomes from USPTO patents with 853,638 reactions. Predict the reaction yield, written as a fraction of the theoretical maximum amount of product (1.0 means a 100% yield; for example, 0.34 means a 34% yield). The reactants are [CH3:1][N:2]1[C:9]([C:10]([F:13])([F:12])[F:11])=[CH:8][C:6](=[O:7])[N:5]([C:14]2[CH:15]=[CH:16][C:17]3[S:21][N:20]=[C:19]([CH:22]4[O:26][CH:25]([CH2:27][S:28][CH3:29])[CH2:24][O:23]4)[C:18]=3[CH:30]=2)[C:3]1=[O:4].ClC1C=CC=C(C(OO)=[O:39])C=1. The catalyst is C(Cl)Cl. The product is [CH3:1][N:2]1[C:9]([C:10]([F:11])([F:12])[F:13])=[CH:8][C:6](=[O:7])[N:5]([C:14]2[CH:15]=[CH:16][C:17]3[S:21][N:20]=[C:19]([CH:22]4[O:26][CH:25]([CH2:27][S:28]([CH3:29])=[O:39])[CH2:24][O:23]4)[C:18]=3[CH:30]=2)[C:3]1=[O:4]. The yield is 0.700.